From a dataset of Reaction yield outcomes from USPTO patents with 853,638 reactions. Predict the reaction yield, written as a fraction of the theoretical maximum amount of product (1.0 means a 100% yield; for example, 0.34 means a 34% yield). (1) The reactants are Br[C:2]1[CH:7]=[CH:6][CH:5]=[C:4]([CH2:8][CH3:9])[CH:3]=1.[C:10]([NH2:14])(=[O:13])[CH:11]=[CH2:12].C(N(C(C)C)C(C)C)C. The catalyst is CN(C=O)C.CC([O-])=O.CC([O-])=O.[Pd+2].CC1C=CC=CC=1P(C1C=CC=CC=1C)C1C=CC=CC=1C. The product is [CH2:8]([C:4]1[CH:3]=[C:2](/[CH:12]=[CH:11]/[C:10]([NH2:14])=[O:13])[CH:7]=[CH:6][CH:5]=1)[CH3:9]. The yield is 0.902. (2) The reactants are [F:1][C:2]1[CH:7]=[CH:6][CH:5]=[CH:4][C:3]=1[N:8]1[CH:12]=[C:11]([C:13]([OH:15])=O)[C:10]([C:16]([F:19])([F:18])[F:17])=[N:9]1.CCN=C=NCCCN(C)C.Cl.C1C=CC2N(O)N=NC=2C=1.O.Cl.[NH2:44][CH2:45][CH2:46][NH:47][C:48]([C@H:50]1[CH2:55][CH2:54][C@H:53]([C:56]2[O:57][C:58]([CH:61]([CH3:63])[CH3:62])=[N:59][N:60]=2)[CH2:52][CH2:51]1)=[O:49]. The catalyst is CN(C=O)C.CCOC(C)=O. The product is [F:1][C:2]1[CH:7]=[CH:6][CH:5]=[CH:4][C:3]=1[N:8]1[CH:12]=[C:11]([C:13]([NH:44][CH2:45][CH2:46][NH:47][C:48]([C@H:50]2[CH2:51][CH2:52][C@H:53]([C:56]3[O:57][C:58]([CH:61]([CH3:63])[CH3:62])=[N:59][N:60]=3)[CH2:54][CH2:55]2)=[O:49])=[O:15])[C:10]([C:16]([F:19])([F:18])[F:17])=[N:9]1. The yield is 0.0580.